The task is: Regression. Given a peptide amino acid sequence and an MHC pseudo amino acid sequence, predict their binding affinity value. This is MHC class I binding data.. This data is from Peptide-MHC class I binding affinity with 185,985 pairs from IEDB/IMGT. The peptide sequence is GVFKVWHPI. The MHC is HLA-B40:01 with pseudo-sequence HLA-B40:01. The binding affinity (normalized) is 0.0847.